This data is from Peptide-MHC class II binding affinity with 134,281 pairs from IEDB. The task is: Regression. Given a peptide amino acid sequence and an MHC pseudo amino acid sequence, predict their binding affinity value. This is MHC class II binding data. (1) The peptide sequence is MVSVGPLPKAE. The MHC is HLA-DQA10102-DQB10604 with pseudo-sequence HLA-DQA10102-DQB10604. The binding affinity (normalized) is 0. (2) The peptide sequence is QFELYKRTDIVEVDR. The MHC is DRB3_0301 with pseudo-sequence DRB3_0301. The binding affinity (normalized) is 0.508. (3) The peptide sequence is IPKGDFLTGPLNFTG. The binding affinity (normalized) is 0.320. The MHC is DRB1_0901 with pseudo-sequence DRB1_0901. (4) The peptide sequence is NLTTIAYEEEEFFEC. The MHC is DRB1_0101 with pseudo-sequence DRB1_0101. The binding affinity (normalized) is 0.646. (5) The peptide sequence is VIIHGLHLYGCSTSV. The MHC is DRB1_0802 with pseudo-sequence DRB1_0802. The binding affinity (normalized) is 0.492. (6) The peptide sequence is EYDFNKLLVSAVSQI. The MHC is DRB5_0101 with pseudo-sequence DRB5_0101. The binding affinity (normalized) is 0.692. (7) The peptide sequence is ARILLLVPSISLLSQ. The MHC is DRB1_1101 with pseudo-sequence DRB1_1101. The binding affinity (normalized) is 0.561. (8) The peptide sequence is SGDLELSWNLNGLQAY. The MHC is HLA-DQA10101-DQB10501 with pseudo-sequence HLA-DQA10101-DQB10501. The binding affinity (normalized) is 0.697. (9) The peptide sequence is LQFAKLTGFTLMGKG. The MHC is DRB1_0401 with pseudo-sequence DRB1_0401. The binding affinity (normalized) is 0.563. (10) The binding affinity (normalized) is 0. The MHC is HLA-DQA10103-DQB10603 with pseudo-sequence HLA-DQA10103-DQB10603. The peptide sequence is GKCDSAGRSRRSRRA.